This data is from Forward reaction prediction with 1.9M reactions from USPTO patents (1976-2016). The task is: Predict the product of the given reaction. (1) Given the reactants Cl[CH2:2][CH2:3][C:4]([OH:6])=[O:5].C[C@@H:8](O)[C@@H:9]1NC(=O)[C@H](CCN)NC(=O)[C@H](CCN)NC(=O)[C@H](CC(C)C)NC(=O)[C@@H](CC2C=CC=CC=2)NC(=O)[C@H](CCN)NC(=O)[C@@H](NC([C@@H](N)CCN)=O)CC[NH:12][C:10]1=[O:11].OS(O)(=O)=O.CN(C(ON1N=NC2C=CC=NC1=2)=[N+](C)C)C.F[P-](F)(F)(F)(F)F.C(N(CC)C(C)C)(C)C.[CH3:106][C:107]([CH3:127])=[CH:108][CH2:109][CH2:110]/[C:111](/[CH3:126])=[CH:112]/[CH2:113][CH2:114]/[C:115](/[CH3:125])=[CH:116]/[CH2:117][S:118]C[C@H](N)C(O)=O, predict the reaction product. The product is: [C:10]([NH:12][C@@H:3]([CH2:2][S:118][CH2:117]/[CH:116]=[C:115](\[CH3:125])/[CH2:114][CH2:113]/[CH:112]=[C:111](\[CH3:126])/[CH2:110][CH2:109][CH:108]=[C:107]([CH3:106])[CH3:127])[C:4]([OH:6])=[O:5])(=[O:11])[CH:9]=[CH2:8]. (2) The product is: [C:1]([O:5][CH:6]([C:11]1[C:12]([C:21]2[CH:22]=[C:23]3[C:28](=[CH:29][CH:30]=2)[O:27][CH2:26][CH2:25][CH2:24]3)=[C:13]2[CH:20]=[CH:19][N:18]([CH2:35][C:34]3[CH:37]=[CH:38][C:39]([CH3:40])=[C:32]([F:31])[CH:33]=3)[C:14]2=[N:15][C:16]=1[CH3:17])[C:7]([OH:9])=[O:8])([CH3:2])([CH3:3])[CH3:4]. Given the reactants [C:1]([O:5][CH:6]([C:11]1[C:12]([C:21]2[CH:22]=[C:23]3[C:28](=[CH:29][CH:30]=2)[O:27][CH2:26][CH2:25][CH2:24]3)=[C:13]2[CH:20]=[CH:19][NH:18][C:14]2=[N:15][C:16]=1[CH3:17])[C:7]([O:9]C)=[O:8])([CH3:4])([CH3:3])[CH3:2].[F:31][C:32]1[CH:33]=[C:34]([CH:37]=[CH:38][C:39]=1[CH3:40])[CH2:35]Br, predict the reaction product. (3) Given the reactants [F:1][C:2]1[CH:3]=[C:4]([C:10](=[O:21])[CH:11]([OH:20])[C:12]2[CH:17]=[CH:16][C:15]([S:18][CH3:19])=[CH:14][CH:13]=2)[CH:5]=[CH:6][C:7]=1[O:8][CH3:9].[Bi]=O, predict the reaction product. The product is: [F:1][C:2]1[CH:3]=[C:4]([C:10](=[O:21])[C:11]([C:12]2[CH:17]=[CH:16][C:15]([S:18][CH3:19])=[CH:14][CH:13]=2)=[O:20])[CH:5]=[CH:6][C:7]=1[O:8][CH3:9]. (4) Given the reactants [F:1][C:2]1[CH:3]=[N:4][C:5]2[C:10]([C:11]=1[C@@H:12]([OH:24])[CH2:13][CH2:14][C@@H:15]1[CH2:20][CH2:19][NH:18][CH2:17][C@@H:16]1[C:21]([OH:23])=[O:22])=[CH:9][C:8]([O:25][CH3:26])=[CH:7][CH:6]=2.[C:27]1([N:33]2[CH2:37][C:36](=O)[CH2:35][C:34]2=[O:39])[CH:32]=[CH:31][CH:30]=[CH:29][CH:28]=1.C(O)(=O)C.C([BH3-])#N.[Na+].[OH-].[Na+], predict the reaction product. The product is: [F:1][C:2]1[CH:3]=[N:4][C:5]2[C:10]([C:11]=1[C@@H:12]([OH:24])[CH2:13][CH2:14][CH:15]1[CH2:20][CH2:19][N:18]([CH:36]3[CH2:35][C:34](=[O:39])[N:33]([C:27]4[CH:32]=[CH:31][CH:30]=[CH:29][CH:28]=4)[CH2:37]3)[CH2:17][CH:16]1[C:21]([OH:23])=[O:22])=[CH:9][C:8]([O:25][CH3:26])=[CH:7][CH:6]=2. (5) Given the reactants [CH3:1][O:2][C:3]([C:5]1[C:6](=[O:17])[S:7][C:8]2[C:13]([C:14]=1[OH:15])=[CH:12][CH:11]=[C:10](Br)[CH:9]=2)=[O:4].[F:18][C:19]1[CH:20]=[C:21](B(O)O)[CH:22]=[N:23][CH:24]=1, predict the reaction product. The product is: [CH3:1][O:2][C:3]([C:5]1[C:6](=[O:17])[S:7][C:8]2[C:13]([C:14]=1[OH:15])=[CH:12][CH:11]=[C:10]([C:21]1[CH:22]=[N:23][CH:24]=[C:19]([F:18])[CH:20]=1)[CH:9]=2)=[O:4]. (6) The product is: [F:1][C:2]1[CH:24]=[CH:23][CH:22]=[CH:21][C:3]=1[O:4][C:5]1[C:18](=[O:19])[N:17]([CH3:20])[C:8]2[N:9]=[C:10]([NH:25][CH:26]3[CH2:27][CH2:28][N:29]([C:32]([O:34][CH2:35][CH3:36])=[O:33])[CH2:30][CH2:31]3)[N:11]=[CH:12][C:7]=2[CH:6]=1. Given the reactants [F:1][C:2]1[CH:24]=[CH:23][CH:22]=[CH:21][C:3]=1[O:4][C:5]1[C:18](=[O:19])[N:17]([CH3:20])[C:8]2[N:9]=[C:10](S(C)(=O)=O)[N:11]=[CH:12][C:7]=2[CH:6]=1.[NH2:25][CH:26]1[CH2:31][CH2:30][N:29]([C:32]([O:34][CH2:35][CH3:36])=[O:33])[CH2:28][CH2:27]1.O, predict the reaction product. (7) Given the reactants [Cl-].[Al+3].[Cl-].[Cl-].[O:5]=[C:6]([CH:8]=[C:9]([CH3:11])[CH3:10])[CH3:7].C=CC=CC.[C:17]1([CH3:23])[CH:22]=CC=[CH:19][CH:18]=1, predict the reaction product. The product is: [CH3:7][C:6]([CH:8]1[C:17]([CH3:23])([CH3:22])[CH2:18][CH:19]=[CH:10][CH:9]1[CH3:11])=[O:5].